This data is from Peptide-MHC class II binding affinity with 134,281 pairs from IEDB. The task is: Regression. Given a peptide amino acid sequence and an MHC pseudo amino acid sequence, predict their binding affinity value. This is MHC class II binding data. (1) The peptide sequence is ALSRVQSMFLGTGGS. The MHC is DRB1_0301 with pseudo-sequence DRB1_0301. The binding affinity (normalized) is 0.156. (2) The peptide sequence is TGGNSPVQEFTVPLQ. The MHC is DRB1_0401 with pseudo-sequence DRB1_0401. The binding affinity (normalized) is 0.113. (3) The peptide sequence is QPEWFRNVLSIAPIMFSNK. The MHC is DRB1_0101 with pseudo-sequence DRB1_0101. The binding affinity (normalized) is 0. (4) The peptide sequence is VLRTKLMTSRRVLER. The MHC is H-2-IAb with pseudo-sequence H-2-IAb. The binding affinity (normalized) is 0. (5) The binding affinity (normalized) is 0.317. The peptide sequence is VPLYNRFSYIPNGAL. The MHC is HLA-DPA10201-DPB11401 with pseudo-sequence HLA-DPA10201-DPB11401. (6) The peptide sequence is EQYTHQDEIYEQVHSKGLYV. The MHC is DRB1_1501 with pseudo-sequence DRB1_1501. The binding affinity (normalized) is 0.763. (7) The peptide sequence is EKKYFAATQFEPLEA. The MHC is HLA-DPA10301-DPB10402 with pseudo-sequence HLA-DPA10301-DPB10402. The binding affinity (normalized) is 0.959.